Dataset: Forward reaction prediction with 1.9M reactions from USPTO patents (1976-2016). Task: Predict the product of the given reaction. (1) Given the reactants CS(C)=O.C(Cl)(=O)C(Cl)=O.[CH3:11][Si:12]([CH3:24])([CH3:23])[C:13]#[C:14][C:15]#[C:16][CH2:17][CH2:18]/[CH:19]=[CH:20]/[CH2:21][OH:22].C(N(CC)CC)C, predict the reaction product. The product is: [CH3:24][Si:12]([CH3:11])([CH3:23])[C:13]#[C:14][C:15]#[C:16][CH2:17][CH2:18]/[CH:19]=[CH:20]/[CH:21]=[O:22]. (2) Given the reactants [CH3:1][C@@:2]12[CH2:14][C:13]3[C:8](=[CH:9][CH:10]=[CH:11][CH:12]=3)[C@@H:3]1[NH:4][CH2:5][CH2:6][CH2:7]2.[ClH:15], predict the reaction product. The product is: [ClH:15].[CH3:1][C@@:2]12[CH2:14][C:13]3[C:8](=[CH:9][CH:10]=[CH:11][CH:12]=3)[C@@H:3]1[NH:4][CH2:5][CH2:6][CH2:7]2. (3) Given the reactants [F:1][C:2]1[CH:7]=[CH:6][C:5]([CH:8]([C:17]2C=CN=CC=2)C(C2C=CC=CC=2)=O)=[CH:4][CH:3]=1.Cl.[NH2:24][OH:25].[N:26]1[CH:31]=[CH:30][CH:29]=[CH:28][CH:27]=1.O, predict the reaction product. The product is: [F:1][C:2]1[CH:7]=[CH:6][C:5]([C:8](=[N:24][OH:25])[CH2:17][C:29]2[CH:30]=[CH:31][N:26]=[CH:27][CH:28]=2)=[CH:4][CH:3]=1. (4) Given the reactants [C:1]([C:3]1([NH:6][C:7]([C@@H:9]2[CH2:13][C@@H:12]([S:14]([C:17]3[CH:22]=[CH:21][C:20]([F:23])=[CH:19][C:18]=3[Cl:24])(=[O:16])=[O:15])[CH2:11][C@H:10]2[CH2:25][OH:26])=[O:8])[CH2:5][CH2:4]1)#[N:2].[C:27]1(O)[CH:32]=[CH:31][CH:30]=[CH:29][CH:28]=1, predict the reaction product. The product is: [C:1]([C:3]1([NH:6][C:7]([C@@H:9]2[CH2:13][C@@H:12]([S:14]([C:17]3[CH:22]=[CH:21][C:20]([F:23])=[CH:19][C:18]=3[Cl:24])(=[O:15])=[O:16])[CH2:11][C@H:10]2[CH2:25][O:26][C:27]2[CH:32]=[CH:31][CH:30]=[CH:29][CH:28]=2)=[O:8])[CH2:5][CH2:4]1)#[N:2].